Dataset: Tyrosyl-DNA phosphodiesterase HTS with 341,365 compounds. Task: Binary Classification. Given a drug SMILES string, predict its activity (active/inactive) in a high-throughput screening assay against a specified biological target. (1) The result is 0 (inactive). The molecule is Clc1ccc(CCNc2c([N+]([O-])=O)cc(N3C(=O)C4C(CC=CC4)C3=O)cc2)cc1. (2) The compound is S(=O)(=O)(N1CCC(CC1)C(=O)N1CCCCC1)c1c(noc1/C=C\c1cc(OC)ccc1)C. The result is 0 (inactive). (3) The drug is S=C1N(CN(CN1)Cc1occc1)CC=C. The result is 0 (inactive). (4) The molecule is Clc1c(C(=O)Nc2c(cc(c3sc4c(n3)cccc4)cc2)C)cc(Cl)cc1. The result is 0 (inactive). (5) The compound is s1c(CNC(=O)C2C3CC(C2C(O)=O)C=C3)ccc1. The result is 1 (active). (6) The drug is Clc1ccc(C2NC(C([N+]([O-])=O)C(C2[N+]([O-])=O)(C)C)c2ccc(Cl)cc2)cc1. The result is 0 (inactive). (7) The drug is O1C(Cc2c1ccc(C(/O)=C1\C(N(Cc3cccnc3)C(=O)C1=O)c1cc(OCC)ccc1)c2)C. The result is 0 (inactive). (8) The drug is S=C1N(Cc2occc2)C(=O)CC(=O)N1. The result is 1 (active).